Dataset: NCI-60 drug combinations with 297,098 pairs across 59 cell lines. Task: Regression. Given two drug SMILES strings and cell line genomic features, predict the synergy score measuring deviation from expected non-interaction effect. (1) Drug 1: C1C(C(OC1N2C=C(C(=O)NC2=O)F)CO)O. Drug 2: COC1=C2C(=CC3=C1OC=C3)C=CC(=O)O2. Cell line: HT29. Synergy scores: CSS=30.1, Synergy_ZIP=-8.91, Synergy_Bliss=-1.89, Synergy_Loewe=-24.5, Synergy_HSA=0.0543. (2) Drug 1: C1CC(=O)NC(=O)C1N2CC3=C(C2=O)C=CC=C3N. Drug 2: C(CC(=O)O)C(=O)CN.Cl. Cell line: DU-145. Synergy scores: CSS=6.10, Synergy_ZIP=-5.95, Synergy_Bliss=-6.23, Synergy_Loewe=-10.6, Synergy_HSA=-5.74. (3) Drug 1: CCC1(CC2CC(C3=C(CCN(C2)C1)C4=CC=CC=C4N3)(C5=C(C=C6C(=C5)C78CCN9C7C(C=CC9)(C(C(C8N6C)(C(=O)OC)O)OC(=O)C)CC)OC)C(=O)OC)O.OS(=O)(=O)O. Drug 2: C1C(C(OC1N2C=NC3=C2NC=NCC3O)CO)O. Cell line: M14. Synergy scores: CSS=5.30, Synergy_ZIP=-0.0655, Synergy_Bliss=1.76, Synergy_Loewe=3.62, Synergy_HSA=0.706. (4) Drug 1: C1=CN(C=N1)CC(O)(P(=O)(O)O)P(=O)(O)O. Drug 2: C1CNP(=O)(OC1)N(CCCl)CCCl. Cell line: OVCAR3. Synergy scores: CSS=-5.61, Synergy_ZIP=3.48, Synergy_Bliss=5.05, Synergy_Loewe=-1.000, Synergy_HSA=0.239. (5) Drug 1: C1CCC(C1)C(CC#N)N2C=C(C=N2)C3=C4C=CNC4=NC=N3. Drug 2: CC1=C2C(C(=O)C3(C(CC4C(C3C(C(C2(C)C)(CC1OC(=O)C(C(C5=CC=CC=C5)NC(=O)C6=CC=CC=C6)O)O)OC(=O)C7=CC=CC=C7)(CO4)OC(=O)C)O)C)OC(=O)C. Cell line: OVCAR-8. Synergy scores: CSS=58.6, Synergy_ZIP=4.74, Synergy_Bliss=5.36, Synergy_Loewe=-49.5, Synergy_HSA=3.95.